From a dataset of Full USPTO retrosynthesis dataset with 1.9M reactions from patents (1976-2016). Predict the reactants needed to synthesize the given product. (1) Given the product [C:11]1([C:12]2[NH:7][C:2]3[CH:3]=[CH:4][CH:5]=[CH:6][C:1]=3[N:22]=2)[CH:15]=[CH:16][CH:17]=[CH:18][C:10]=1[C:9]1[NH:8][C:1]2[CH:6]=[CH:5][CH:4]=[CH:3][C:2]=2[N:7]=1, predict the reactants needed to synthesize it. The reactants are: [C:1]1([NH2:8])[CH:6]=[CH:5][CH:4]=[CH:3][C:2]=1[NH2:7].[C:9](O)(=O)[C:10]1[C:11](=[CH:15][CH:16]=[CH:17][CH:18]=1)[C:12](O)=O.[OH-].[NH4+:22]. (2) Given the product [C:30]([C:27]([C:23]1[CH:22]=[C:21]([CH:26]=[CH:25][CH:24]=1)[C:20]([NH:19][C:14]1[CH:15]=[CH:16][C:17]([CH3:18])=[C:12]([O:11][C:9]2[CH:8]=[CH:7][C:5]3[N:6]=[C:2]([NH:1][C:35](=[O:36])[CH2:34][N:42]4[CH2:43][CH2:44][N:39]([CH3:38])[CH2:40][CH2:41]4)[S:3][C:4]=3[CH:10]=2)[CH:13]=1)=[O:32])([CH3:29])[CH3:28])#[N:31], predict the reactants needed to synthesize it. The reactants are: [NH2:1][C:2]1[S:3][C:4]2[CH:10]=[C:9]([O:11][C:12]3[CH:13]=[C:14]([NH:19][C:20](=[O:32])[C:21]4[CH:26]=[CH:25][CH:24]=[C:23]([C:27]([C:30]#[N:31])([CH3:29])[CH3:28])[CH:22]=4)[CH:15]=[CH:16][C:17]=3[CH3:18])[CH:8]=[CH:7][C:5]=2[N:6]=1.Cl[CH2:34][C:35](Cl)=[O:36].[CH3:38][N:39]1[CH2:44][CH2:43][NH:42][CH2:41][CH2:40]1. (3) The reactants are: [F:1][C:2]1[C:3]2[CH:4]=[C:5]3[C:14]4[N:15]=[C:16]([C:19]5[C:20]([N:39]([CH3:44])[S:40]([CH3:43])(=[O:42])=[O:41])=[CH:21][C:22]6[O:26][C:25]([C:27]7[CH:32]=[CH:31][C:30]([F:33])=[CH:29][CH:28]=7)=[C:24]([C:34]([NH:36][CH3:37])=[O:35])[C:23]=6[CH:38]=5)[CH:17]=[CH:18][C:13]=4[N:12]=[C:11]([CH3:45])[N:6]3[C:7]=2[CH:8]=[CH:9][CH:10]=1.[BH4-].[Na+].[NH4+].[Cl-]. Given the product [F:1][C:2]1[C:3]2[CH:4]=[C:5]3[C:14]4[N:15]=[C:16]([C:19]5[C:20]([N:39]([CH3:44])[S:40]([CH3:43])(=[O:42])=[O:41])=[CH:21][C:22]6[O:26][C:25]([C:27]7[CH:28]=[CH:29][C:30]([F:33])=[CH:31][CH:32]=7)=[C:24]([C:34]([NH:36][CH3:37])=[O:35])[C:23]=6[CH:38]=5)[CH:17]=[CH:18][C:13]=4[NH:12][CH:11]([CH3:45])[N:6]3[C:7]=2[CH:8]=[CH:9][CH:10]=1, predict the reactants needed to synthesize it. (4) Given the product [ClH:32].[Br:1][C:2]1[CH:7]=[CH:6][C:5]([N:8]2[C:13](=[O:14])[CH:12]=[C:11]([O:15][CH:16]3[CH2:17][CH2:18][NH:19][CH2:20][CH2:21]3)[C:10]([C:29]#[N:30])=[N:9]2)=[C:4]([F:31])[CH:3]=1, predict the reactants needed to synthesize it. The reactants are: [Br:1][C:2]1[CH:7]=[CH:6][C:5]([N:8]2[C:13](=[O:14])[CH:12]=[C:11]([O:15][CH:16]3[CH2:21][CH2:20][N:19](C(OC(C)(C)C)=O)[CH2:18][CH2:17]3)[C:10]([C:29]#[N:30])=[N:9]2)=[C:4]([F:31])[CH:3]=1.[ClH:32].O1CCOCC1.CCOCC. (5) Given the product [Br:1][C:2]1[CH:3]=[C:4]([F:15])[CH:5]=[C:6]2[C:11]=1[N:10]=[C:16]([C:17]([OH:19])=[O:18])[CH:8]=[CH:7]2, predict the reactants needed to synthesize it. The reactants are: [Br:1][C:2]1[CH:3]=[C:4]([F:15])[CH:5]=[C:6]2[C:11]=1[N:10]=C(C(Br)Br)[CH:8]=[CH:7]2.[CH3:16][CH2:17][OH:18].[OH2:19]. (6) Given the product [CH2:1]([N:8]1[CH2:12][C@@H:11]([O:13][CH2:20][CH2:21][CH2:22][CH2:23][CH2:24][CH2:25][CH2:26][CH2:27][CH2:28][CH2:29]/[CH:30]=[CH:31]\[CH2:32][CH2:33][CH2:34][CH2:35][CH2:36][CH3:37])[C@H:10]([O:14][CH2:37][CH2:36][CH2:35][CH2:34][CH2:33][CH2:32][CH2:31][CH2:30][CH2:29][CH2:28]/[CH:27]=[CH:26]\[CH2:25][CH2:24][CH2:23][CH2:22][CH2:21][CH3:20])[CH2:9]1)[C:2]1[CH:3]=[CH:4][CH:5]=[CH:6][CH:7]=1, predict the reactants needed to synthesize it. The reactants are: [CH2:1]([N:8]1[CH2:12][C@@H:11]([OH:13])[C@H:10]([OH:14])[CH2:9]1)[C:2]1[CH:7]=[CH:6][CH:5]=[CH:4][CH:3]=1.CS(O[CH2:20][CH2:21][CH2:22][CH2:23][CH2:24][CH2:25][CH2:26][CH2:27][CH2:28][CH2:29]/[CH:30]=[CH:31]\[CH2:32][CH2:33][CH2:34][CH2:35][CH2:36][CH3:37])(=O)=O.